This data is from Full USPTO retrosynthesis dataset with 1.9M reactions from patents (1976-2016). The task is: Predict the reactants needed to synthesize the given product. (1) The reactants are: [Cl:1][C:2]1[CH:3]=[C:4]([N:8]2[N:12]=[N:11][C:10]([C@H:13]3[CH2:17][CH2:16][C@@H:15]([C:18]([O:20][CH2:21][CH3:22])=[O:19])[N:14]3C(OC(C)(C)C)=O)=[N:9]2)[CH:5]=[CH:6][CH:7]=1.C(O)(C(F)(F)F)=O. Given the product [Cl:1][C:2]1[CH:3]=[C:4]([N:8]2[N:12]=[N:11][C:10]([C@@H:13]3[NH:14][C@H:15]([C:18]([O:20][CH2:21][CH3:22])=[O:19])[CH2:16][CH2:17]3)=[N:9]2)[CH:5]=[CH:6][CH:7]=1, predict the reactants needed to synthesize it. (2) Given the product [OH:1][C@@H:2]([CH3:15])[CH2:3][N:24]([CH2:23][CH2:22][C:17]1[CH:18]=[CH:19][CH:20]=[CH:21][N:16]=1)[C:29](=[O:30])[O:31][C:32]([CH3:35])([CH3:34])[CH3:33], predict the reactants needed to synthesize it. The reactants are: [OH:1][C@@H:2]([CH3:15])[CH2:3]OS(C1C=CC(C)=CC=1)(=O)=O.[N:16]1[CH:21]=[CH:20][CH:19]=[CH:18][C:17]=1[CH2:22][CH2:23][NH2:24].[I-].[Na+].[OH-].[Na+].[C:29](O[C:29]([O:31][C:32]([CH3:35])([CH3:34])[CH3:33])=[O:30])([O:31][C:32]([CH3:35])([CH3:34])[CH3:33])=[O:30]. (3) Given the product [Cl:37][C:38]1[CH:43]=[C:42]([C:2]2[CH:3]=[C:4]3[C:9](=[CH:10][CH:11]=2)[N:8]=[CH:7][C:6]([C:12]([CH:14]2[CH2:15][CH2:16]2)=[O:13])=[C:5]3[NH:17][C:18]2[CH:23]=[N:22][C:21]([NH:24][CH:25]3[CH2:29][CH2:28][NH:27][CH2:26]3)=[CH:20][CH:19]=2)[CH:41]=[C:40]([F:53])[C:39]=1[OH:54], predict the reactants needed to synthesize it. The reactants are: Br[C:2]1[CH:3]=[C:4]2[C:9](=[CH:10][CH:11]=1)[N:8]=[CH:7][C:6]([C:12]([CH:14]1[CH2:16][CH2:15]1)=[O:13])=[C:5]2[NH:17][C:18]1[CH:19]=[CH:20][C:21]([NH:24][CH:25]2[CH2:29][CH2:28][N:27](C(OC(C)(C)C)=O)[CH2:26]2)=[N:22][CH:23]=1.[Cl:37][C:38]1[CH:43]=[C:42](B2OC(C)(C)C(C)(C)O2)[CH:41]=[C:40]([F:53])[C:39]=1[OH:54]. (4) Given the product [NH2:4][C:3]1[CH:5]=[CH:6][C:7]([CH:9]([CH3:11])[CH3:10])=[CH:8][C:2]=1[C:13]#[N:14], predict the reactants needed to synthesize it. The reactants are: Br[C:2]1[CH:8]=[C:7]([CH:9]([CH3:11])[CH3:10])[CH:6]=[CH:5][C:3]=1[NH2:4].[Cu][C:13]#[N:14]. (5) Given the product [N:17]1([CH:15]([C:12]2[O:11][C:10]([C:7]3[CH:8]=[CH:9][C:4]([C:3]([OH:23])=[O:2])=[CH:5][CH:6]=3)=[CH:14][CH:13]=2)[CH3:16])[CH2:22][CH2:21][O:20][CH2:19][CH2:18]1, predict the reactants needed to synthesize it. The reactants are: C[O:2][C:3](=[O:23])[C:4]1[CH:9]=[CH:8][C:7]([C:10]2[O:11][C:12]([CH:15]([N:17]3[CH2:22][CH2:21][O:20][CH2:19][CH2:18]3)[CH3:16])=[CH:13][CH:14]=2)=[CH:6][CH:5]=1. (6) Given the product [F:8][C:6]1[CH:5]=[CH:4][C:3]([C:9]2[N:14]=[CH:13][N:12]=[C:11]([NH:15][C:16]3[CH:21]=[CH:20][CH:19]=[C:18]([CH2:22][S:23]([CH3:26])(=[O:25])=[O:24])[CH:17]=3)[N:10]=2)=[C:2]([O:35][CH2:34][C:28]2([F:27])[CH2:33][CH2:32][CH2:31][CH2:30][CH2:29]2)[CH:7]=1, predict the reactants needed to synthesize it. The reactants are: F[C:2]1[CH:7]=[C:6]([F:8])[CH:5]=[CH:4][C:3]=1[C:9]1[N:14]=[CH:13][N:12]=[C:11]([NH:15][C:16]2[CH:21]=[CH:20][CH:19]=[C:18]([CH2:22][S:23]([CH3:26])(=[O:25])=[O:24])[CH:17]=2)[N:10]=1.[F:27][C:28]1([CH2:34][OH:35])[CH2:33][CH2:32][CH2:31][CH2:30][CH2:29]1. (7) Given the product [O:1]=[C:2]1[NH:6][C:5](=[O:7])[CH:4]([CH2:8][C:9]2[CH:14]=[CH:13][C:12]([C:15]3[CH:20]=[CH:19][CH:18]=[C:17]([CH2:21][N:22]([CH3:34])[C:23](=[O:33])[CH2:24][CH2:25][CH2:26][CH2:27][CH2:28][CH2:29][CH2:30][CH2:31][CH3:32])[CH:16]=3)=[CH:11][CH:10]=2)[S:3]1, predict the reactants needed to synthesize it. The reactants are: [O:1]=[C:2]1[NH:6][C:5](=[O:7])[C:4](=[CH:8][C:9]2[CH:14]=[CH:13][C:12]([C:15]3[CH:20]=[CH:19][CH:18]=[C:17]([CH2:21][N:22]([CH3:34])[C:23](=[O:33])[CH2:24][CH2:25][CH2:26][CH2:27][CH2:28][CH2:29][CH2:30][CH2:31][CH3:32])[CH:16]=3)=[CH:11][CH:10]=2)[S:3]1. (8) Given the product [F:1][C:2]1[CH:9]=[C:8]([N:10]2[CH2:16][CH2:15][CH2:14][C:13]3[O:17][C:18]([C:20]4[CH:25]=[CH:24][CH:23]=[CH:22][N:21]=4)=[N:19][C:12]=3[CH2:11]2)[CH:28]=[N:29][CH:3]=1, predict the reactants needed to synthesize it. The reactants are: [F:1][C:2]1[CH:3]=C(C=[C:8]([N:10]2[CH2:16][CH2:15][CH2:14][C:13]3[O:17][C:18]([C:20]4[CH:25]=[CH:24][CH:23]=[CH:22][N:21]=4)=[N:19][C:12]=3[CH2:11]2)[CH:9]=1)C#N.BrC1[CH:28]=[N:29]C=C(F)C=1.